This data is from Catalyst prediction with 721,799 reactions and 888 catalyst types from USPTO. The task is: Predict which catalyst facilitates the given reaction. (1) Reactant: [CH2:1]([N:8]1[CH2:13][CH2:12][O:11][CH:10]([CH2:14][N:15]2[C:23]3[C:18](=[CH:19][CH:20]=[CH:21][CH:22]=3)[C:17]3([CH2:27][O:26][C:25]4[CH:28]=[C:29]5[C:33](=[CH:34][C:24]3=4)[CH2:32][CH2:31][O:30]5)[C:16]2=[O:35])[CH2:9]1)C1C=CC=CC=1.C(OCC)(=O)C. Product: [CH3:1][N:8]1[CH2:13][CH2:12][O:11][CH:10]([CH2:14][N:15]2[C:23]3[C:18](=[CH:19][CH:20]=[CH:21][CH:22]=3)[C:17]3([CH2:27][O:26][C:25]4[CH:28]=[C:29]5[C:33](=[CH:34][C:24]3=4)[CH2:32][CH2:31][O:30]5)[C:16]2=[O:35])[CH2:9]1. The catalyst class is: 105. (2) Reactant: [C:1]1([OH:7])[CH:6]=[CH:5][CH:4]=[CH:3][CH:2]=1.[CH:8]1[CH:13]=[CH:12][C:11]([N:14]2[C:19](=[O:20])[N:18]=[N:17][C:15]2=[O:16])=[CH:10][CH:9]=1.Cl. Product: [OH:7][C:1]1[CH:6]=[CH:5][C:4]([N:17]2[C:15](=[O:16])[N:14]([C:11]3[CH:12]=[CH:13][CH:8]=[CH:9][CH:10]=3)[C:19](=[O:20])[NH:18]2)=[CH:3][CH:2]=1. The catalyst class is: 23. (3) Reactant: [CH3:1][O:2][CH2:3][CH2:4][NH2:5].C(OCC)(=O)C.[C:12](Cl)(=[O:15])[CH:13]=[CH2:14]. Product: [CH3:1][O:2][CH2:3][CH2:4][NH:5][C:12](=[O:15])[CH:13]=[CH2:14]. The catalyst class is: 66. (4) Reactant: [F:1][CH:2]([F:22])[O:3][CH2:4][CH2:5][C@H:6]([NH:17][C:18]([O:20][CH3:21])=[O:19])[C:7]([O:9]CC1C=CC=CC=1)=[O:8]. Product: [F:1][CH:2]([F:22])[O:3][CH2:4][CH2:5][C@H:6]([NH:17][C:18]([O:20][CH3:21])=[O:19])[C:7]([OH:9])=[O:8]. The catalyst class is: 29. (5) Reactant: [CH2:1]([O:8][C:9](=[O:42])[C@@H:10]([NH:16][C:17](=[O:41])[CH2:18][CH2:19][CH2:20][CH2:21][CH2:22][CH2:23][CH2:24][CH2:25][CH2:26][CH2:27][CH2:28][CH2:29][CH2:30][CH2:31][CH2:32][CH2:33][C:34]([O:36][C:37]([CH3:40])([CH3:39])[CH3:38])=[O:35])[CH2:11][CH2:12][C:13]([OH:15])=[O:14])[C:2]1[CH:7]=[CH:6][CH:5]=[CH:4][CH:3]=1.N1C=CC=CC=1.FC(F)(F)C(O[C:54]1[C:59]([F:60])=[C:58]([F:61])[C:57]([F:62])=[C:56]([F:63])[C:55]=1[F:64])=O.C(O)(=O)CC(CC(O)=O)(C(O)=O)O. Product: [C:37]([O:36][C:34](=[O:35])[CH2:33][CH2:32][CH2:31][CH2:30][CH2:29][CH2:28][CH2:27][CH2:26][CH2:25][CH2:24][CH2:23][CH2:22][CH2:21][CH2:20][CH2:19][CH2:18][C:17]([NH:16][C@@H:10]([CH2:11][CH2:12][C:13]([O:15][C:54]1[C:55]([F:64])=[C:56]([F:63])[C:57]([F:62])=[C:58]([F:61])[C:59]=1[F:60])=[O:14])[C:9]([O:8][CH2:1][C:2]1[CH:3]=[CH:4][CH:5]=[CH:6][CH:7]=1)=[O:42])=[O:41])([CH3:38])([CH3:39])[CH3:40]. The catalyst class is: 9. (6) Reactant: [CH2:1]([N:8]1[CH2:13][C@H:12]([C:14]([F:17])([F:16])[F:15])[O:11][C@H:10]([CH3:18])[C:9]1=O)[C:2]1[CH:7]=[CH:6][CH:5]=[CH:4][CH:3]=1.[H-].[H-].[H-].[H-].[Li+].[Al+3].[O-]S([O-])(=O)=O.[Mg+2]. Product: [CH2:1]([N:8]1[CH2:13][C@H:12]([C:14]([F:17])([F:15])[F:16])[O:11][C@H:10]([CH3:18])[CH2:9]1)[C:2]1[CH:3]=[CH:4][CH:5]=[CH:6][CH:7]=1. The catalyst class is: 1.